From a dataset of Full USPTO retrosynthesis dataset with 1.9M reactions from patents (1976-2016). Predict the reactants needed to synthesize the given product. (1) The reactants are: [OH:1][CH:2]1[CH2:6][C:5]2([CH2:10][CH2:9][N:8](C(OC(C)(C)C)=O)[CH2:7]2)[O:4][CH2:3]1.[ClH:18]. Given the product [ClH:18].[O:4]1[C:5]2([CH2:10][CH2:9][NH:8][CH2:7]2)[CH2:6][CH:2]([OH:1])[CH2:3]1, predict the reactants needed to synthesize it. (2) Given the product [C:22]([C:2]1[CH:21]=[CH:20][C:5]([CH2:6][O:7][C@@H:8]2[CH2:13][O:12][C:11]3=[N:14][C:15]([N+:17]([O-:19])=[O:18])=[CH:16][N:10]3[CH2:9]2)=[CH:4][CH:3]=1)#[CH:23], predict the reactants needed to synthesize it. The reactants are: I[C:2]1[CH:21]=[CH:20][C:5]([CH2:6][O:7][C@@H:8]2[CH2:13][O:12][C:11]3=[N:14][C:15]([N+:17]([O-:19])=[O:18])=[CH:16][N:10]3[CH2:9]2)=[CH:4][CH:3]=1.[C:22]([Si](C)(C)C)#[CH:23].